From a dataset of Reaction yield outcomes from USPTO patents with 853,638 reactions. Predict the reaction yield, written as a fraction of the theoretical maximum amount of product (1.0 means a 100% yield; for example, 0.34 means a 34% yield). (1) The reactants are [I-].[Li+].[CH3:3][C:4]1([CH3:33])[S:9][CH2:8][CH2:7][N:6]([S:10]([C:13]2[CH:18]=[CH:17][C:16]([O:19][CH2:20][C:21]#[C:22][C:23]3[CH:28]=[CH:27][CH:26]=[CH:25][CH:24]=3)=[CH:15][CH:14]=2)(=[O:12])=[O:11])[C@H:5]1[C:29]([O:31]C)=[O:30]. No catalyst specified. The product is [CH3:3][C:4]1([CH3:33])[S:9][CH2:8][CH2:7][N:6]([S:10]([C:13]2[CH:14]=[CH:15][C:16]([O:19][CH2:20][C:21]#[C:22][C:23]3[CH:28]=[CH:27][CH:26]=[CH:25][CH:24]=3)=[CH:17][CH:18]=2)(=[O:11])=[O:12])[C@H:5]1[C:29]([OH:31])=[O:30]. The yield is 0.790. (2) The reactants are [Cl:1][C:2]1[CH:7]=[CH:6][C:5]([S:8]([N:11]2[CH:16]([C:17]3[CH:22]=[CH:21][CH:20]=[CH:19][CH:18]=3)[CH2:15][CH2:14][CH2:13][CH:12]2[CH:23]=[O:24])(=[O:10])=[O:9])=[CH:4][CH:3]=1.[CH3:25][Mg]Br.CCOCC.[Cl-].[NH4+]. The catalyst is C1COCC1. The product is [Cl:1][C:2]1[CH:3]=[CH:4][C:5]([S:8]([N:11]2[CH:16]([C:17]3[CH:18]=[CH:19][CH:20]=[CH:21][CH:22]=3)[CH2:15][CH2:14][CH2:13][CH:12]2[CH:23]([OH:24])[CH3:25])(=[O:9])=[O:10])=[CH:6][CH:7]=1. The yield is 1.00.